The task is: Predict the product of the given reaction.. This data is from Forward reaction prediction with 1.9M reactions from USPTO patents (1976-2016). (1) Given the reactants C[O:2][C:3]([C:5]1([C:13]2[CH:18]=[CH:17][C:16]([C:19]#N)=[CH:15][C:14]=2[F:21])[N:9]2[CH:10]=[N:11][CH:12]=[C:8]2[CH2:7][CH2:6]1)=[O:4].[Li+].[OH-].C1C[O:27][CH2:26][CH2:25]1.CC[OH:31], predict the reaction product. The product is: [CH2:26]([O:27][C:19]([C:16]1[CH:17]=[CH:18][C:13]([C:5]2([C:3]([OH:2])=[O:4])[N:9]3[CH:10]=[N:11][CH:12]=[C:8]3[CH2:7][CH2:6]2)=[C:14]([F:21])[CH:15]=1)=[O:31])[CH3:25]. (2) Given the reactants [CH:1](NC(C)C)([CH3:3])[CH3:2].[Li].[N:9]1[CH:14]=[CH:13][CH:12]=[CH:11][C:10]=1[CH2:15][CH:16]1[O:20][C:19](=[O:21])[CH2:18][CH2:17]1.C(Br)CC.C(O)(=O)C, predict the reaction product. The product is: [CH2:2]([CH:18]1[CH2:17][CH:16]([CH2:15][C:10]2[CH:11]=[CH:12][CH:13]=[CH:14][N:9]=2)[O:20][C:19]1=[O:21])[CH2:1][CH3:3]. (3) Given the reactants [S:1]1[C:9]2[CH2:8][CH2:7][N:6]([C:10]([O:12][C:13]([CH3:16])([CH3:15])[CH3:14])=[O:11])[CH2:5][C:4]=2[CH:3]=[C:2]1[C:17](OCC)=[O:18].[H-].[H-].[H-].[H-].[Li+].[Al+3], predict the reaction product. The product is: [OH:18][CH2:17][C:2]1[S:1][C:9]2[CH2:8][CH2:7][N:6]([C:10]([O:12][C:13]([CH3:16])([CH3:15])[CH3:14])=[O:11])[CH2:5][C:4]=2[CH:3]=1.